From a dataset of Reaction yield outcomes from USPTO patents with 853,638 reactions. Predict the reaction yield, written as a fraction of the theoretical maximum amount of product (1.0 means a 100% yield; for example, 0.34 means a 34% yield). The reactants are [NH2:1][C:2]1[CH:7]=[CH:6][C:5]([OH:8])=[CH:4][CH:3]=1.CC(C)([O-])C.[K+].[C:15]([C:17]1[CH:22]=[C:21](Cl)[CH:20]=[CH:19][N:18]=1)#[N:16].C([O-])([O-])=O.[K+].[K+]. The catalyst is CN(C=O)C. The product is [NH2:1][C:2]1[CH:7]=[CH:6][C:5]([O:8][C:21]2[CH:20]=[CH:19][N:18]=[C:17]([C:15]#[N:16])[CH:22]=2)=[CH:4][CH:3]=1. The yield is 0.946.